Dataset: Forward reaction prediction with 1.9M reactions from USPTO patents (1976-2016). Task: Predict the product of the given reaction. Given the reactants [C:1]([C:3]1[CH:4]=[C:5]([C:10]2[CH:11]=[C:12]([CH:17]=[CH:18][N:19]=2)[C:13]([O:15][CH3:16])=[O:14])[CH:6]=[CH:7][C:8]=1[OH:9])#[N:2].[CH:20](I)([CH3:22])[CH3:21].C(=O)([O-])[O-].[K+].[K+], predict the reaction product. The product is: [C:1]([C:3]1[CH:4]=[C:5]([C:10]2[CH:11]=[C:12]([CH:17]=[CH:18][N:19]=2)[C:13]([O:15][CH3:16])=[O:14])[CH:6]=[CH:7][C:8]=1[O:9][CH:20]([CH3:22])[CH3:21])#[N:2].